This data is from Forward reaction prediction with 1.9M reactions from USPTO patents (1976-2016). The task is: Predict the product of the given reaction. (1) The product is: [CH:22]1([CH2:25][O:26][C:27]2[C:34]([O:35][CH3:36])=[CH:33][CH:32]=[CH:31][C:28]=2/[CH:29]=[CH:1]/[C:2]2[N:3]=[C:4]3[S:21][CH:20]=[CH:19][N:5]3[C:6](=[O:18])[C:7]=2[C:8]2[CH:13]=[CH:12][CH:11]=[C:10]([C:14]([F:17])([F:15])[F:16])[CH:9]=2)[CH2:23][CH2:24]1. Given the reactants [CH3:1][C:2]1[N:3]=[C:4]2[S:21][CH:20]=[CH:19][N:5]2[C:6](=[O:18])[C:7]=1[C:8]1[CH:13]=[CH:12][CH:11]=[C:10]([C:14]([F:17])([F:16])[F:15])[CH:9]=1.[CH:22]1([CH2:25][O:26][C:27]2[C:34]([O:35][CH3:36])=[CH:33][CH:32]=[CH:31][C:28]=2[CH:29]=O)[CH2:24][CH2:23]1.[O-]CC.[Na+], predict the reaction product. (2) Given the reactants [CH2:1]([O:8][C:9]([NH:11][C@H:12]([C:16]([O:18][CH:19]1[CH2:24][CH2:23][CH:22]([C:25]([OH:27])=[O:26])[CH2:21][CH2:20]1)=[O:17])[CH:13]([CH3:15])[CH3:14])=[O:10])[C:2]1[CH:7]=[CH:6][CH:5]=[CH:4][CH:3]=1.[OH-].C([N+](CCCC)(CCCC)CCCC)CCC.I[CH2:47][Cl:48], predict the reaction product. The product is: [CH2:1]([O:8][C:9]([NH:11][C@H:12]([C:16]([O:18][CH:19]1[CH2:24][CH2:23][CH:22]([C:25]([O:27][CH2:47][Cl:48])=[O:26])[CH2:21][CH2:20]1)=[O:17])[CH:13]([CH3:15])[CH3:14])=[O:10])[C:2]1[CH:3]=[CH:4][CH:5]=[CH:6][CH:7]=1. (3) Given the reactants [ClH:1].[F:2][C:3]1[CH:8]=[CH:7][C:6]([CH:9]2[CH2:14][N:13]([C:15]3[N:20]([CH3:21])[C:19](=[O:22])[CH:18]=[C:17]([C:23]4[CH:28]=[CH:27][N:26]=[CH:25][CH:24]=4)[N:16]=3)[CH2:12][CH2:11][NH:10]2)=[C:5]([O:29][CH3:30])[CH:4]=1.C(OCC)C, predict the reaction product. The product is: [ClH:1].[ClH:1].[F:2][C:3]1[CH:8]=[CH:7][C:6]([CH:9]2[CH2:14][N:13]([C:15]3[N:20]([CH3:21])[C:19](=[O:22])[CH:18]=[C:17]([C:23]4[CH:24]=[CH:25][N:26]=[CH:27][CH:28]=4)[N:16]=3)[CH2:12][CH2:11][NH:10]2)=[C:5]([O:29][CH3:30])[CH:4]=1. (4) Given the reactants [CH2:1]([N:8]1[C:17](=[O:18])[C:16]2[C:11](=[CH:12][C:13]([Cl:19])=[CH:14][CH:15]=2)[N:10]([C:20]([CH:22]2[CH2:26][CH2:25][CH2:24][NH:23]2)=O)C1)[C:2]1[CH:7]=[CH:6][CH:5]=[CH:4][CH:3]=1.[C:27]1([CH3:35])[CH:32]=[CH:31][C:30]([CH:33]=O)=[CH:29][CH:28]=1, predict the reaction product. The product is: [CH2:1]([N:8]1[C:17](=[O:18])[C:16]2[C:11](=[CH:12][C:13]([Cl:19])=[CH:14][CH:15]=2)[N:10]=[C:20]1[CH:22]1[CH2:26][CH2:25][CH2:24][N:23]1[CH2:33][C:30]1[CH:31]=[CH:32][C:27]([CH3:35])=[CH:28][CH:29]=1)[C:2]1[CH:7]=[CH:6][CH:5]=[CH:4][CH:3]=1. (5) Given the reactants N#N.C([O:5][C:6]([C:8]1[CH:12]=[C:11]([C:13]([CH3:21])([CH3:20])[O:14][SiH2:15][C:16]([CH3:19])([CH3:18])[CH3:17])[O:10][N:9]=1)=O)C.CC(C[AlH]CC(C)C)C, predict the reaction product. The product is: [C:16]([SiH2:15][O:14][C:13]([CH3:21])([CH3:20])[C:11]1[O:10][N:9]=[C:8]([CH2:6][OH:5])[CH:12]=1)([CH3:19])([CH3:17])[CH3:18]. (6) Given the reactants [CH3:1][N:2]1[CH:6]=[CH:5][CH:4]=[CH:3]1.CC[N+](C)(C)C.[Li]CCCC.[Sn](Cl)(C)(C)C.Br[C:24]1[CH:25]=[C:26]([CH:29]=[CH:30][CH:31]=1)[CH:27]=[O:28].[F-].[K+], predict the reaction product. The product is: [CH3:1][N:2]1[CH:6]=[CH:5][CH:4]=[C:3]1[C:24]1[CH:25]=[C:26]([CH:29]=[CH:30][CH:31]=1)[CH:27]=[O:28].